This data is from Retrosynthesis with 50K atom-mapped reactions and 10 reaction types from USPTO. The task is: Predict the reactants needed to synthesize the given product. (1) Given the product Cc1cc(C(=O)Nc2cnc3[nH]c(I)cc3c2)[nH]n1, predict the reactants needed to synthesize it. The reactants are: Cc1cc(C(=O)O)[nH]n1.Nc1cnc2[nH]c(I)cc2c1. (2) Given the product COC(=O)C1=C(C)NC(C)=C(C(=O)OCCCCBr)C1c1cccc([N+](=O)[O-])c1, predict the reactants needed to synthesize it. The reactants are: BrCCCCBr.COC(=O)C1=C(C)NC(C)=C(C(=O)O)C1c1cccc([N+](=O)[O-])c1. (3) Given the product CC(=O)NCc1ccc(CN(C(=O)OC(C)(C)C)C2CCCc3cccnc32)c(CO)c1, predict the reactants needed to synthesize it. The reactants are: CC(=O)OC(C)=O.CC(C)(C)OC(=O)N(Cc1ccc(CN)cc1CO)C1CCCc2cccnc21. (4) Given the product COC(=O)N1CC[C@@H]2[C@H]1CCC[C@]2(C#Cc1cccc(C)c1)OC(=O)c1cccc(C(F)(F)F)c1, predict the reactants needed to synthesize it. The reactants are: COC(=O)N1CC[C@H]2[C@@H]1CCC[C@]2(O)C#Cc1cccc(C)c1.O=C(O)c1cccc(C(F)(F)F)c1.